This data is from Full USPTO retrosynthesis dataset with 1.9M reactions from patents (1976-2016). The task is: Predict the reactants needed to synthesize the given product. (1) Given the product [CH:23]1([CH2:22][CH:15]([C:12]2[CH:11]=[CH:10][C:9]([S:8][C:7]([F:19])([F:6])[F:20])=[CH:14][CH:13]=2)[C:16]([OH:18])=[O:17])[CH2:27][CH2:26][CH2:25][CH2:24]1, predict the reactants needed to synthesize it. The reactants are: C([Li])CCC.[F:6][C:7]([F:20])([F:19])[S:8][C:9]1[CH:14]=[CH:13][C:12]([CH2:15][C:16]([OH:18])=[O:17])=[CH:11][CH:10]=1.I[CH2:22][CH:23]1[CH2:27][CH2:26][CH2:25][CH2:24]1. (2) Given the product [ClH:31].[ClH:31].[NH2:1][C:4]1[CH:9]=[CH:8][C:7]([NH:10][CH2:11][CH2:12][CH2:13][CH2:14][CH2:15][CH2:16][OH:17])=[CH:6][C:5]=1[CH3:18], predict the reactants needed to synthesize it. The reactants are: [N+:1]([C:4]1[CH:9]=[CH:8][C:7]([NH:10][CH2:11][CH2:12][CH2:13][CH2:14][CH2:15][CH2:16][OH:17])=[CH:6][C:5]=1[CH3:18])([O-])=O.C1(N)C(F)=C(F)C(F)=C(N)C=1F.[ClH:31].Cl. (3) Given the product [C:1]([C:5]1[O:9][N:8]=[C:7]([NH:10][C:11](=[O:26])[C:12]([S:15]([C:18]2[CH:19]=[CH:20][C:21]([OH:24])=[CH:22][CH:23]=2)(=[O:17])=[O:16])([CH3:14])[CH3:13])[CH:6]=1)([CH3:2])([CH3:3])[CH3:4], predict the reactants needed to synthesize it. The reactants are: [C:1]([C:5]1[O:9][N:8]=[C:7]([NH:10][C:11](=[O:26])[C:12]([S:15]([C:18]2[CH:23]=[CH:22][C:21]([O:24]C)=[CH:20][CH:19]=2)(=[O:17])=[O:16])([CH3:14])[CH3:13])[CH:6]=1)([CH3:4])([CH3:3])[CH3:2].B(Br)(Br)Br.C([O-])(O)=O.[Na+]. (4) The reactants are: [OH-].[Na+].[CH3:3][C:4]1([CH3:34])[CH2:32][C:8]2[C:9]([C:18]3[CH:19]=[C:20]([NH:24][C:25](=[O:31])[C:26]([O:28]CC)=[O:27])[CH:21]=[CH:22][CH:23]=3)=[C:10]([N:12]3[CH2:17][CH2:16][O:15][CH2:14][CH2:13]3)[S:11][C:7]=2[C:6](=[O:33])[CH2:5]1. Given the product [CH3:3][C:4]1([CH3:34])[CH2:32][C:8]2[C:9]([C:18]3[CH:19]=[C:20]([NH:24][C:25](=[O:31])[C:26]([OH:28])=[O:27])[CH:21]=[CH:22][CH:23]=3)=[C:10]([N:12]3[CH2:17][CH2:16][O:15][CH2:14][CH2:13]3)[S:11][C:7]=2[C:6](=[O:33])[CH2:5]1, predict the reactants needed to synthesize it. (5) Given the product [N:43]([CH2:42][CH2:41][O:40][CH2:39][C:11]1[NH:10][C:9]([CH3:46])=[C:8]([C:6]([OH:7])=[O:5])[CH:13]([C:14]2[CH:19]=[CH:18][CH:17]=[C:16]([Cl:20])[CH:15]=2)[C:12]=1[C:21](=[O:38])[NH:22][CH2:23][CH2:24][CH:25]([C:26]1[CH:31]=[CH:30][CH:29]=[CH:28][CH:27]=1)[C:32]1[CH:37]=[CH:36][CH:35]=[CH:34][CH:33]=1)=[N+:44]=[N-:45], predict the reactants needed to synthesize it. The reactants are: C(CC[O:5][C:6]([C:8]1[CH:13]([C:14]2[CH:19]=[CH:18][CH:17]=[C:16]([Cl:20])[CH:15]=2)[C:12]([C:21](=[O:38])[NH:22][CH2:23][CH2:24][CH:25]([C:32]2[CH:37]=[CH:36][CH:35]=[CH:34][CH:33]=2)[C:26]2[CH:31]=[CH:30][CH:29]=[CH:28][CH:27]=2)=[C:11]([CH2:39][O:40][CH2:41][CH2:42][N:43]=[N+:44]=[N-:45])[NH:10][C:9]=1[CH3:46])=[O:7])#N.[OH-].[Na+].Cl.O.